From a dataset of Aqueous solubility values for 9,982 compounds from the AqSolDB database. Regression/Classification. Given a drug SMILES string, predict its absorption, distribution, metabolism, or excretion properties. Task type varies by dataset: regression for continuous measurements (e.g., permeability, clearance, half-life) or binary classification for categorical outcomes (e.g., BBB penetration, CYP inhibition). For this dataset (solubility_aqsoldb), we predict Y. (1) The molecule is C/C=C\COCN(C(=O)CCl)c1c(CC)cccc1CC. The Y is -4.03 log mol/L. (2) The drug is CN(C)c1ccc(N=Nc2ccc(N)cc2)cc1. The Y is -4.59 log mol/L. (3) The compound is CC(C)(CO)COC(=O)C(C)(C)CO. The Y is 0.0682 log mol/L.